Predict which catalyst facilitates the given reaction. From a dataset of Catalyst prediction with 721,799 reactions and 888 catalyst types from USPTO. (1) Reactant: [F:1][C:2]1[CH:19]=[CH:18][C:17]([F:20])=[C:16]([F:21])[C:3]=1[C:4]([O:6][NH:7][C:8]([C:10]1[CH:15]=[CH:14][CH:13]=[CH:12][N:11]=1)=[NH:9])=O. Product: [N:11]1[CH:12]=[CH:13][CH:14]=[CH:15][C:10]=1[C:8]1[N:9]=[C:4]([C:3]2[C:16]([F:21])=[C:17]([F:20])[CH:18]=[CH:19][C:2]=2[F:1])[O:6][N:7]=1. The catalyst class is: 17. (2) Reactant: [C:1]([O:5][C:6]([N:8]1[CH2:13][CH2:12][CH:11]([O:14][C:15]2[CH:20]=[CH:19][C:18]([C:21](=O)[CH:22]([C:29]3[CH:34]=[CH:33][CH:32]=[CH:31][N:30]=3)[CH2:23][C:24]([O:26]CC)=O)=[CH:17][CH:16]=2)[CH2:10][CH2:9]1)=[O:7])([CH3:4])([CH3:3])[CH3:2].O.[NH2:37][NH2:38]. Product: [C:1]([O:5][C:6]([N:8]1[CH2:9][CH2:10][CH:11]([O:14][C:15]2[CH:20]=[CH:19][C:18]([C:21]3[CH:22]([C:29]4[CH:34]=[CH:33][CH:32]=[CH:31][N:30]=4)[CH2:23][C:24](=[O:26])[NH:38][N:37]=3)=[CH:17][CH:16]=2)[CH2:12][CH2:13]1)=[O:7])([CH3:3])([CH3:2])[CH3:4]. The catalyst class is: 14. (3) Reactant: [OH:1][CH:2]([C:5]1[C:13]2[O:12][CH2:11][CH:10]([C:14]3[CH:19]=[CH:18][C:17]([CH:20]([CH3:22])[CH3:21])=[CH:16][CH:15]=3)[C:9]=2[C:8]([CH3:23])=[C:7]([NH:24][C:25](=[O:31])[CH2:26][C:27]([CH3:30])([CH3:29])[CH3:28])[C:6]=1[CH3:32])[CH2:3][CH3:4]. Product: [CH:20]([C:17]1[CH:18]=[CH:19][C:14]([CH:10]2[C:9]3[C:8]([CH3:23])=[C:7]([NH:24][C:25](=[O:31])[CH2:26][C:27]([CH3:28])([CH3:30])[CH3:29])[C:6]([CH3:32])=[C:5]([C:2](=[O:1])[CH2:3][CH3:4])[C:13]=3[O:12][CH2:11]2)=[CH:15][CH:16]=1)([CH3:22])[CH3:21]. The catalyst class is: 195. (4) Reactant: [CH2:1]([O:3][C:4]([C:6]1[C:7]2[S:15][CH:14]=[C:13]([CH2:16]Br)[C:8]=2[C:9]([Cl:12])=[N:10][CH:11]=1)=[O:5])[CH3:2].[CH2:18]1[O:22][C:21]2[CH:23]=[C:24]([OH:27])[CH:25]=[CH:26][C:20]=2[O:19]1.C(=O)([O-])[O-].[K+].[K+]. Product: [CH2:1]([O:3][C:4]([C:6]1[C:7]2[S:15][CH:14]=[C:13]([CH2:16][O:27][C:24]3[CH:25]=[CH:26][C:20]4[O:19][CH2:18][O:22][C:21]=4[CH:23]=3)[C:8]=2[C:9]([Cl:12])=[N:10][CH:11]=1)=[O:5])[CH3:2]. The catalyst class is: 217. (5) Reactant: [NH2:1][C@@H:2]([C:5]1[CH:10]=[CH:9][CH:8]=[CH:7][CH:6]=1)[CH2:3][OH:4].C(#N)C.[C:14](ON1C(=O)CCC1=O)(=[O:25])[C:15]1[C:16](=[CH:21][CH:22]=[CH:23][CH:24]=1)[C:17](OC)=[O:18]. Product: [OH:4][CH2:3][C@@H:2]([N:1]1[C:17](=[O:18])[C:16]2[C:15](=[CH:24][CH:23]=[CH:22][CH:21]=2)[C:14]1=[O:25])[C:5]1[CH:10]=[CH:9][CH:8]=[CH:7][CH:6]=1. The catalyst class is: 6. (6) Reactant: [CH2:1]([O:8][C@@H:9]([C@@H:24]([N:34]([CH2:42][C:43]1[CH:48]=[CH:47][CH:46]=[CH:45][CH:44]=1)[CH2:35][C:36]1[CH:41]=[CH:40][CH:39]=[CH:38][CH:37]=1)[CH2:25][C:26]1[CH:31]=[C:30]([F:32])[CH:29]=[C:28]([F:33])[CH:27]=1)[C@H:10]([NH:13][CH2:14][C@@H:15]([OH:23])[CH2:16][O:17][C:18](=[O:22])[CH2:19][CH2:20][CH3:21])[CH2:11][OH:12])[C:2]1[CH:7]=[CH:6][CH:5]=[CH:4][CH:3]=1.C(N(C(C)C)CC)(C)C.[C:58](O[C:58]([O:60][C:61]([CH3:64])([CH3:63])[CH3:62])=[O:59])([O:60][C:61]([CH3:64])([CH3:63])[CH3:62])=[O:59]. Product: [CH2:1]([O:8][C@@H:9]([C@@H:24]([N:34]([CH2:42][C:43]1[CH:44]=[CH:45][CH:46]=[CH:47][CH:48]=1)[CH2:35][C:36]1[CH:37]=[CH:38][CH:39]=[CH:40][CH:41]=1)[CH2:25][C:26]1[CH:31]=[C:30]([F:32])[CH:29]=[C:28]([F:33])[CH:27]=1)[C@H:10]([N:13]([C:58]([O:60][C:61]([CH3:64])([CH3:63])[CH3:62])=[O:59])[CH2:14][C@@H:15]([OH:23])[CH2:16][O:17][C:18](=[O:22])[CH2:19][CH2:20][CH3:21])[CH2:11][OH:12])[C:2]1[CH:7]=[CH:6][CH:5]=[CH:4][CH:3]=1. The catalyst class is: 7. (7) Reactant: Br[C:2]1[N:7]2[CH:8]=[C:9]([CH:11]=[O:12])[N:10]=[C:6]2[C:5]([N:13]2[CH2:18][CH2:17][O:16][CH2:15][CH2:14]2)=[N:4][CH:3]=1.[C:19]([O:23][C:24]([C:26]1[CH:31]=[CH:30][C:29](B2OC(C)(C)C(C)(C)O2)=[CH:28][CH:27]=1)=[O:25])([CH3:22])([CH3:21])[CH3:20].C([O-])([O-])=O.[Na+].[Na+]. Product: [CH:11]([C:9]1[N:10]=[C:6]2[C:5]([N:13]3[CH2:18][CH2:17][O:16][CH2:15][CH2:14]3)=[N:4][CH:3]=[C:2]([C:29]3[CH:30]=[CH:31][C:26]([C:24]([O:23][C:19]([CH3:20])([CH3:21])[CH3:22])=[O:25])=[CH:27][CH:28]=3)[N:7]2[CH:8]=1)=[O:12]. The catalyst class is: 75.